This data is from Catalyst prediction with 721,799 reactions and 888 catalyst types from USPTO. The task is: Predict which catalyst facilitates the given reaction. (1) Reactant: [CH:1]1([CH2:4][N:5]2[CH2:10][CH2:9][N:8]([C:11]3[CH:16]=[CH:15][CH:14]=[CH:13][C:12]=3[CH:17]3[CH2:22][C:21]([CH3:24])([CH3:23])[CH2:20][C:19]([CH3:26])([CH3:25])[CH2:18]3)[CH2:7][CH2:6]2)[CH2:3][CH2:2]1.C(O)C.[CH2:30]([S:32]([OH:35])(=[O:34])=[O:33])[CH3:31]. Product: [CH2:30]([S:32]([OH:35])(=[O:34])=[O:33])[CH3:31].[CH:1]1([CH2:4][N:5]2[CH2:6][CH2:7][N:8]([C:11]3[CH:16]=[CH:15][CH:14]=[CH:13][C:12]=3[CH:17]3[CH2:18][C:19]([CH3:26])([CH3:25])[CH2:20][C:21]([CH3:24])([CH3:23])[CH2:22]3)[CH2:9][CH2:10]2)[CH2:3][CH2:2]1. The catalyst class is: 194. (2) Reactant: [F:1][C:2]([F:14])([F:13])[O:3][C:4]1[CH:9]=[CH:8][C:7]([CH2:10][CH:11]=[O:12])=[CH:6][CH:5]=1.C[Si](C)(C)[C:17]([F:20])([F:19])[F:18].[F-].C([N+](CCCC)(CCCC)CCCC)CCC.O1CCCC1.Cl. Product: [F:18][C:17]([F:20])([F:19])[CH:11]([OH:12])[CH2:10][C:7]1[CH:6]=[CH:5][C:4]([O:3][C:2]([F:13])([F:14])[F:1])=[CH:9][CH:8]=1. The catalyst class is: 7. (3) Reactant: [NH2:1][CH2:2][CH2:3][C:4]1[C:12]2[C:7](=[CH:8][CH:9]=[CH:10][CH:11]=2)[NH:6][CH:5]=1.[CH3:13][O:14][C:15]1[CH:16]=[C:17]([CH:20]=[CH:21][C:22]=1[O:23][CH3:24])[CH:18]=O.C(O)(C(F)(F)F)=O.C([O-])(O)=O.[Na+]. Product: [CH3:13][O:14][C:15]1[CH:16]=[C:17]([CH:18]2[C:5]3[NH:6][C:7]4[C:12](=[CH:11][CH:10]=[CH:9][CH:8]=4)[C:4]=3[CH2:3][CH2:2][NH:1]2)[CH:20]=[CH:21][C:22]=1[O:23][CH3:24]. The catalyst class is: 34. (4) The catalyst class is: 379. Product: [F:52][C:51]1[C:50]2[CH2:49][CH2:48][CH2:47][CH2:46][C:45]=2[N:44]2[CH2:53][CH2:54][N:41]([C:37]3[N:36]=[CH:35][CH:34]=[C:33]([C:6]4[CH:5]=[C:4]([NH:17][C:18]5[CH:30]=[C:21]6[CH2:22][N:23]([CH:26]7[CH2:29][O:28][CH2:27]7)[CH2:24][CH2:25][N:20]6[N:19]=5)[C:3](=[O:31])[N:2]([CH3:1])[CH:7]=4)[C:38]=3[CH:39]=[O:40])[C:42](=[O:55])[C:43]=12. Reactant: [CH3:1][N:2]1[CH:7]=[C:6](B2OC(C)(C)C(C)(C)O2)[CH:5]=[C:4]([NH:17][C:18]2[CH:30]=[C:21]3[CH2:22][N:23]([CH:26]4[CH2:29][O:28][CH2:27]4)[CH2:24][CH2:25][N:20]3[N:19]=2)[C:3]1=[O:31].Cl[C:33]1[C:38]([CH:39]=[O:40])=[C:37]([N:41]2[CH2:54][CH2:53][N:44]3[C:45]4[CH2:46][CH2:47][CH2:48][CH2:49][C:50]=4[C:51]([F:52])=[C:43]3[C:42]2=[O:55])[N:36]=[CH:35][CH:34]=1.[O-]P([O-])([O-])=O.[K+].[K+].[K+].C([O-])(=O)C.[Na+]. (5) Reactant: [CH3:1][C:2]1[CH:7]=[CH:6][C:5]([C:8]([O:10][CH3:11])=[O:9])=[CH:4][N:3]=1.C1C(=O)N([Br:19])C(=O)C1.CC(N=NC(C#N)(C)C)(C#N)C.C(=O)(O)[O-].[Na+]. Product: [Br:19][CH2:1][C:2]1[CH:7]=[CH:6][C:5]([C:8]([O:10][CH3:11])=[O:9])=[CH:4][N:3]=1. The catalyst class is: 13. (6) Reactant: [CH2:1]([N:4]1[C:12]2C(Cl)=NC=[N:8][C:7]=2[CH:6]=[CH:5]1)[CH:2]=[CH2:3].[H-].[Na+].CI.[CH3:18][N:19]([CH:21]=[O:22])[CH3:20]. Product: [CH2:1]([N:4]1[C:12]2[C:21](=[O:22])[N:19]([CH3:20])[CH:18]=[N:8][C:7]=2[CH:6]=[CH:5]1)[CH:2]=[CH2:3]. The catalyst class is: 6. (7) The catalyst class is: 14. Reactant: [CH3:1][O:2][C:3](=[O:21])[C:4]1[CH:9]=[C:8]([CH:10]([OH:12])[CH3:11])[C:7]([C:13]([F:16])([F:15])[F:14])=[CH:6][C:5]=1[NH:17]C(=O)C.O.[C:23]1(C)C=CC(S(O)(=O)=O)=C[CH:24]=1.CCOC(C)=O. Product: [CH3:1][O:2][C:3](=[O:21])[C:4]1[CH:9]=[C:8]([CH:10]([O:12][CH2:23][CH3:24])[CH3:11])[C:7]([C:13]([F:14])([F:15])[F:16])=[CH:6][C:5]=1[NH2:17]. (8) Reactant: O1CCCC1.[Cl:6][C:7]1[C:8]([CH2:17][O:18][C:19]2[CH:25]=[CH:24][C:22]([NH2:23])=[CH:21][CH:20]=2)=[N:9][CH:10]=[C:11]([C:13]([F:16])([F:15])[F:14])[CH:12]=1.C(N(CC)CC)C.[Cl:33][C:34]1[CH:42]=[CH:41][C:40]([N+:43]([O-:45])=[O:44])=[CH:39][C:35]=1[C:36](Cl)=[O:37]. Product: [Cl:6][C:7]1[C:8]([CH2:17][O:18][C:19]2[CH:25]=[CH:24][C:22]([NH:23][C:36](=[O:37])[C:35]3[CH:39]=[C:40]([N+:43]([O-:45])=[O:44])[CH:41]=[CH:42][C:34]=3[Cl:33])=[CH:21][CH:20]=2)=[N:9][CH:10]=[C:11]([C:13]([F:16])([F:14])[F:15])[CH:12]=1. The catalyst class is: 6. (9) Reactant: [Cl:1][C:2]1[CH:26]=[CH:25][C:5]([O:6][CH:7]2[CH2:12][CH2:11][N:10]([C:13]([C:15]3[CH:16]=[C:17]([CH:22]=[CH:23][CH:24]=3)[C:18]([O:20]C)=[O:19])=[O:14])[CH2:9][CH2:8]2)=[CH:4][CH:3]=1.[OH-].[Na+].O1CCCC1.Cl. Product: [Cl:1][C:2]1[CH:26]=[CH:25][C:5]([O:6][CH:7]2[CH2:12][CH2:11][N:10]([C:13]([C:15]3[CH:16]=[C:17]([CH:22]=[CH:23][CH:24]=3)[C:18]([OH:20])=[O:19])=[O:14])[CH2:9][CH2:8]2)=[CH:4][CH:3]=1. The catalyst class is: 5. (10) Reactant: [C:1]1([C:7]2[N:8]=[C:9]3[C:15]4[CH:16]=[CH:17][CH:18]=[CH:19][C:14]=4[NH:13][C:12]4[N:20]=[CH:21][CH:22]=[CH:23][C:11]=4[N:10]3[C:24]=2[C:25]2[CH:30]=[CH:29][C:28]([C:31]3([NH:35]C(=O)OC(C)(C)C)[CH2:34][O:33][CH2:32]3)=[CH:27][CH:26]=2)[CH:6]=[CH:5][CH:4]=[CH:3][CH:2]=1.FC(F)(F)C(O)=O. Product: [C:1]1([C:7]2[N:8]=[C:9]3[C:15]4[CH:16]=[CH:17][CH:18]=[CH:19][C:14]=4[NH:13][C:12]4[N:20]=[CH:21][CH:22]=[CH:23][C:11]=4[N:10]3[C:24]=2[C:25]2[CH:26]=[CH:27][C:28]([C:31]3([NH2:35])[CH2:32][O:33][CH2:34]3)=[CH:29][CH:30]=2)[CH:2]=[CH:3][CH:4]=[CH:5][CH:6]=1. The catalyst class is: 4.